This data is from Full USPTO retrosynthesis dataset with 1.9M reactions from patents (1976-2016). The task is: Predict the reactants needed to synthesize the given product. (1) The reactants are: [CH2:1]([O:8][C:9]1[CH:26]=[CH:25][C:12]([O:13][C:14]2[C:22]3[CH2:21][CH2:20][CH2:19][C:18]=3[C:17]([OH:23])=[CH:16][C:15]=2[CH3:24])=[CH:11][C:10]=1[CH:27]([CH3:29])[CH3:28])[C:2]1[CH:7]=[CH:6][CH:5]=[CH:4][CH:3]=1.Br[CH2:31][C:32]([O:34][CH2:35][CH3:36])=[O:33]. Given the product [CH2:1]([O:8][C:9]1[CH:26]=[CH:25][C:12]([O:13][C:14]2[C:15]([CH3:24])=[CH:16][C:17]([O:23][CH2:31][C:32]([O:34][CH2:35][CH3:36])=[O:33])=[C:18]3[C:22]=2[CH2:21][CH2:20][CH2:19]3)=[CH:11][C:10]=1[CH:27]([CH3:29])[CH3:28])[C:2]1[CH:3]=[CH:4][CH:5]=[CH:6][CH:7]=1, predict the reactants needed to synthesize it. (2) The reactants are: [CH3:1][O:2][C:3]1[C:8]([CH3:9])=[CH:7][C:6]([C:10]2[CH2:11][C:12]([C:17]([F:20])([F:19])[F:18])(O)[N:13]([CH3:15])[N:14]=2)=[C:5]([CH3:21])[CH:4]=1.Cl. Given the product [CH3:1][O:2][C:3]1[C:8]([CH3:9])=[CH:7][C:6]([C:10]2[CH:11]=[C:12]([C:17]([F:19])([F:20])[F:18])[N:13]([CH3:15])[N:14]=2)=[C:5]([CH3:21])[CH:4]=1, predict the reactants needed to synthesize it. (3) Given the product [CH2:1]([O:5][C:6]([N:8]1[CH2:9][CH2:10][N:11]([C:14](=[O:32])[C@@H:15]([NH2:24])[CH2:16][CH2:17][C:18]2[N:19]=[N:20][N:21]([CH3:23])[N:22]=2)[CH2:12][CH2:13]1)=[O:7])[CH2:2][CH2:3][CH3:4], predict the reactants needed to synthesize it. The reactants are: [CH2:1]([O:5][C:6]([N:8]1[CH2:13][CH2:12][N:11]([C:14](=[O:32])[C@@H:15]([NH:24]C(OC(C)(C)C)=O)[CH2:16][CH2:17][C:18]2[N:19]=[N:20][N:21]([CH3:23])[N:22]=2)[CH2:10][CH2:9]1)=[O:7])[CH2:2][CH2:3][CH3:4].C(O)(C(F)(F)F)=O.